From a dataset of Catalyst prediction with 721,799 reactions and 888 catalyst types from USPTO. Predict which catalyst facilitates the given reaction. (1) Reactant: [OH:1][CH2:2][C@@H:3]([C@H:5]([C@@H:7]([C@@H:9]([CH2:11][OH:12])[OH:10])[OH:8])[OH:6])[OH:4].C([O-])([O-])=O.[Ca+2]. Product: [OH:8][C:7]1[C@@H:5]([C@@H:3]([OH:4])[CH2:2][OH:1])[O:6][C:11](=[O:12])[C:9]=1[OH:10]. The catalyst class is: 610. (2) Reactant: F[C:2]1[C:3]([CH3:11])=[CH:4][C:5]([N+:8]([O-:10])=[O:9])=[N:6][CH:7]=1.[OH:12][C:13]1[CH:18]=[CH:17][N:16]=[C:15]([Cl:19])[CH:14]=1.C([O-])([O-])=O.[K+].[K+]. Product: [Cl:19][C:15]1[CH:14]=[C:13]([O:12][C:2]2[C:3]([CH3:11])=[CH:4][C:5]([N+:8]([O-:10])=[O:9])=[N:6][CH:7]=2)[CH:18]=[CH:17][N:16]=1. The catalyst class is: 3.